Task: Predict the reactants needed to synthesize the given product.. Dataset: Full USPTO retrosynthesis dataset with 1.9M reactions from patents (1976-2016) (1) Given the product [OH:40][CH:38]([C:37]1[N:25]=[CH:26][N:27]([CH2:28][CH2:29][CH3:1])[CH:32]=1)[CH:17]1[CH2:16][CH2:15][CH2:14][N:13]([C:18]([O:20][C:21]([CH3:24])([CH3:23])[CH3:22])=[O:19])[C:12]1=[O:11], predict the reactants needed to synthesize it. The reactants are: [CH3:1][Si]([N-][Si](C)(C)C)(C)C.[Li+].[O:11]=[C:12]1[CH2:17][CH2:16][CH2:15][CH2:14][N:13]1[C:18]([O:20][C:21]([CH3:24])([CH3:23])[CH3:22])=[O:19].[NH:25]1[CH:29]=[CH:28][N:27]=[CH:26]1.C(O)(=O)C[C:32]([CH2:37][C:38]([OH:40])=O)(C(O)=O)O. (2) Given the product [O:1]=[C:2]1[NH:6][C:5](=[O:7])[C:4](=[CH:8][C:9]2[CH:10]=[CH:11][C:12]([C:15]3[CH:20]=[CH:19][CH:18]=[C:17]([C:21]([OH:23])=[O:22])[CH:16]=3)=[CH:13][CH:14]=2)[S:3]1, predict the reactants needed to synthesize it. The reactants are: [O:1]=[C:2]1[NH:6][C:5](=[O:7])[C:4](=[CH:8][C:9]2[CH:14]=[CH:13][C:12]([C:15]3[CH:20]=[CH:19][CH:18]=[C:17]([C:21]([O:23]CC)=[O:22])[CH:16]=3)=[CH:11][CH:10]=2)[S:3]1.O1CCCC1.CO.[OH-].[Na+].